From a dataset of Catalyst prediction with 721,799 reactions and 888 catalyst types from USPTO. Predict which catalyst facilitates the given reaction. (1) Reactant: [Cl:1][C:2]1[C:10]([CH2:11][NH2:12])=[CH:9][CH:8]=[C:7]([Cl:13])[C:3]=1[C:4]([OH:6])=[O:5].ClC(N(C)C)=C(C)C.[F:22][C:23]([F:31])([F:30])[C:24]([CH3:29])([CH3:28])[C:25](O)=[O:26].N1C=CC=CC=1.ClCl.CC1C2=C(C3C=CC=CC=3)NN(CC3C=CC=CC=3)C(=O)C2=NN=1. Product: [Cl:1][C:2]1[C:10]([CH2:11][NH:12][C:25]([C:24]([CH3:29])([CH3:28])[C:23]([F:31])([F:30])[F:22])=[O:26])=[CH:9][CH:8]=[C:7]([Cl:13])[C:3]=1[C:4]([OH:6])=[O:5]. The catalyst class is: 23. (2) Reactant: [N:1]1([C:6]2[C:10]3[CH2:11][NH:12][CH2:13][CH2:14][C:9]=3[NH:8][N:7]=2)[CH2:5][CH2:4][CH2:3][CH2:2]1.[Cl:15][C:16]1[CH:21]=[CH:20][CH:19]=[C:18]([N:22]=[C:23]=[O:24])[CH:17]=1.C1(C2C3CN(C(OC(C)(C)C)=O)CCC=3NN=2)CCCC=1. Product: [Cl:15][C:16]1[CH:17]=[C:18]([NH:22][C:23]([N:12]2[CH2:13][CH2:14][C:9]3[NH:8][N:7]=[C:6]([N:1]4[CH2:2][CH2:3][CH2:4][CH2:5]4)[C:10]=3[CH2:11]2)=[O:24])[CH:19]=[CH:20][CH:21]=1. The catalyst class is: 2. (3) Reactant: FC(F)(F)S(O[C:7]1[N:8]=[C:9]2[CH:17]=[C:16]([CH2:18][CH2:19][C:20]3[S:21][CH:22]=[C:23]([CH:25]([CH3:27])[CH3:26])[N:24]=3)[CH:15]=[CH:14][N:10]2[C:11](=[O:13])[CH:12]=1)(=O)=O.B1([C:36]2[CH:41]=[CH:40][CH:39]=[N:38][CH:37]=2)OCCCO1.[Br-].[K+].C(=O)([O-])[O-].[K+].[K+]. Product: [CH:25]([C:23]1[N:24]=[C:20]([CH2:19][CH2:18][C:16]2[CH:15]=[CH:14][N:10]3[C:11](=[O:13])[CH:12]=[C:7]([C:36]4[CH:37]=[N:38][CH:39]=[CH:40][CH:41]=4)[N:8]=[C:9]3[CH:17]=2)[S:21][CH:22]=1)([CH3:27])[CH3:26]. The catalyst class is: 684. (4) The catalyst class is: 25. Product: [Br:23][C:24]1[N:29]=[C:28]([C:30]([NH:1][C:2]2[CH:3]=[N:4][CH:5]=[CH:6][C:7]=2[C@@H:8]2[CH2:13][C@H:12]([CH3:14])[CH2:11][C@H:10]([NH:15][C:16](=[O:22])[O:17][C:18]([CH3:21])([CH3:20])[CH3:19])[CH2:9]2)=[O:31])[CH:27]=[CH:26][C:25]=1[F:33]. Reactant: [NH2:1][C:2]1[CH:3]=[N:4][CH:5]=[CH:6][C:7]=1[C@@H:8]1[CH2:13][C@H:12]([CH3:14])[CH2:11][C@H:10]([NH:15][C:16](=[O:22])[O:17][C:18]([CH3:21])([CH3:20])[CH3:19])[CH2:9]1.[Br:23][C:24]1[N:29]=[C:28]([C:30](O)=[O:31])[CH:27]=[CH:26][C:25]=1[F:33]. (5) Reactant: [Cl:1][C:2]1[CH:23]=[C:22]([C:24]([NH:26][CH2:27][C:28]2[CH:33]=[CH:32][CH:31]=[C:30]([OH:34])[CH:29]=2)=[O:25])[CH:21]=[CH:20][C:3]=1[C:4]([NH:6][C@H:7]([C:17]([OH:19])=[O:18])[CH2:8][NH:9][C:10]([C:12]1[S:13][CH:14]=[CH:15][CH:16]=1)=[O:11])=[O:5].C(=O)([O-])[O-].[K+].[K+].[I-].[K+].[C:43](=[O:50])([O:47][CH2:48][CH3:49])[O:44][CH2:45]Cl. Product: [Cl:1][C:2]1[CH:23]=[C:22]([C:24]([NH:26][CH2:27][C:28]2[CH:33]=[CH:32][CH:31]=[C:30]([OH:34])[CH:29]=2)=[O:25])[CH:21]=[CH:20][C:3]=1[C:4]([NH:6][C@H:7]([C:17]([O:19][CH2:45][O:44][C:43]([O:47][CH2:48][CH3:49])=[O:50])=[O:18])[CH2:8][NH:9][C:10]([C:12]1[S:13][CH:14]=[CH:15][CH:16]=1)=[O:11])=[O:5]. The catalyst class is: 9.